From a dataset of Catalyst prediction with 721,799 reactions and 888 catalyst types from USPTO. Predict which catalyst facilitates the given reaction. (1) Reactant: C([N:8]1[CH2:13][CH2:12][CH2:11][CH:10]([O:14][C:15]2[CH:16]=[C:17]3[C:21](=[CH:22][CH:23]=2)[NH:20][N:19]=[C:18]3[S:24]([C:27]2[C:36]3[C:31](=[CH:32][CH:33]=[CH:34][CH:35]=3)[CH:30]=[CH:29][CH:28]=2)(=[O:26])=[O:25])[CH2:9]1)C1C=CC=CC=1.Cl. Product: [C:27]1([S:24]([C:18]2[C:17]3[C:21](=[CH:22][CH:23]=[C:15]([O:14][CH:10]4[CH2:11][CH2:12][CH2:13][NH:8][CH2:9]4)[CH:16]=3)[NH:20][N:19]=2)(=[O:25])=[O:26])[C:36]2[C:31](=[CH:32][CH:33]=[CH:34][CH:35]=2)[CH:30]=[CH:29][CH:28]=1. The catalyst class is: 358. (2) Reactant: [N+:1]([C:4]1[CH:9]=[CH:8][N:7]=[C:6]([N:10](C(OC(C)(C)C)=O)[NH:11]C(OC(C)(C)C)=O)[CH:5]=1)([O-:3])=[O:2].[ClH:26]. Product: [ClH:26].[ClH:26].[NH:10]([C:6]1[CH:5]=[C:4]([N+:1]([O-:3])=[O:2])[CH:9]=[CH:8][N:7]=1)[NH2:11]. The catalyst class is: 8.